The task is: Regression. Given two drug SMILES strings and cell line genomic features, predict the synergy score measuring deviation from expected non-interaction effect.. This data is from NCI-60 drug combinations with 297,098 pairs across 59 cell lines. (1) Drug 1: CC1=C(C=C(C=C1)NC(=O)C2=CC=C(C=C2)CN3CCN(CC3)C)NC4=NC=CC(=N4)C5=CN=CC=C5. Drug 2: B(C(CC(C)C)NC(=O)C(CC1=CC=CC=C1)NC(=O)C2=NC=CN=C2)(O)O. Cell line: HT29. Synergy scores: CSS=19.1, Synergy_ZIP=5.47, Synergy_Bliss=4.16, Synergy_Loewe=-46.9, Synergy_HSA=2.11. (2) Drug 1: CC1C(C(=O)NC(C(=O)N2CCCC2C(=O)N(CC(=O)N(C(C(=O)O1)C(C)C)C)C)C(C)C)NC(=O)C3=C4C(=C(C=C3)C)OC5=C(C(=O)C(=C(C5=N4)C(=O)NC6C(OC(=O)C(N(C(=O)CN(C(=O)C7CCCN7C(=O)C(NC6=O)C(C)C)C)C)C(C)C)C)N)C. Drug 2: CCCCC(=O)OCC(=O)C1(CC(C2=C(C1)C(=C3C(=C2O)C(=O)C4=C(C3=O)C=CC=C4OC)O)OC5CC(C(C(O5)C)O)NC(=O)C(F)(F)F)O. Cell line: OVCAR-4. Synergy scores: CSS=41.9, Synergy_ZIP=14.0, Synergy_Bliss=15.8, Synergy_Loewe=13.3, Synergy_HSA=14.5. (3) Synergy scores: CSS=2.54, Synergy_ZIP=1.53, Synergy_Bliss=-0.208, Synergy_Loewe=-1.74, Synergy_HSA=-3.54. Cell line: OVCAR-5. Drug 2: B(C(CC(C)C)NC(=O)C(CC1=CC=CC=C1)NC(=O)C2=NC=CN=C2)(O)O. Drug 1: C1CCN(CC1)CCOC2=CC=C(C=C2)C(=O)C3=C(SC4=C3C=CC(=C4)O)C5=CC=C(C=C5)O. (4) Drug 1: CCC1=CC2CC(C3=C(CN(C2)C1)C4=CC=CC=C4N3)(C5=C(C=C6C(=C5)C78CCN9C7C(C=CC9)(C(C(C8N6C)(C(=O)OC)O)OC(=O)C)CC)OC)C(=O)OC.C(C(C(=O)O)O)(C(=O)O)O. Drug 2: CC12CCC3C(C1CCC2OP(=O)(O)O)CCC4=C3C=CC(=C4)OC(=O)N(CCCl)CCCl.[Na+]. Cell line: T-47D. Synergy scores: CSS=29.4, Synergy_ZIP=-9.51, Synergy_Bliss=-7.63, Synergy_Loewe=-29.0, Synergy_HSA=-7.89. (5) Drug 1: CC1OCC2C(O1)C(C(C(O2)OC3C4COC(=O)C4C(C5=CC6=C(C=C35)OCO6)C7=CC(=C(C(=C7)OC)O)OC)O)O. Drug 2: C1CN(P(=O)(OC1)NCCCl)CCCl. Cell line: DU-145. Synergy scores: CSS=18.1, Synergy_ZIP=-4.13, Synergy_Bliss=-2.37, Synergy_Loewe=-38.7, Synergy_HSA=-2.96. (6) Drug 1: C1=C(C(=O)NC(=O)N1)N(CCCl)CCCl. Drug 2: CC1=C(N=C(N=C1N)C(CC(=O)N)NCC(C(=O)N)N)C(=O)NC(C(C2=CN=CN2)OC3C(C(C(C(O3)CO)O)O)OC4C(C(C(C(O4)CO)O)OC(=O)N)O)C(=O)NC(C)C(C(C)C(=O)NC(C(C)O)C(=O)NCCC5=NC(=CS5)C6=NC(=CS6)C(=O)NCCC[S+](C)C)O. Cell line: KM12. Synergy scores: CSS=20.8, Synergy_ZIP=-12.0, Synergy_Bliss=-8.30, Synergy_Loewe=-1.24, Synergy_HSA=0.387.